Dataset: Reaction yield outcomes from USPTO patents with 853,638 reactions. Task: Predict the reaction yield, written as a fraction of the theoretical maximum amount of product (1.0 means a 100% yield; for example, 0.34 means a 34% yield). (1) The reactants are Br[C:2]1[C:3]2[N:4]([C:9]([C:12]([NH:14][C:15]3[CH:20]=[CH:19][N:18]=[CH:17][C:16]=3[F:21])=[O:13])=[CH:10][N:11]=2)[N:5]=[C:6](Cl)[CH:7]=1.C1COCC1.[CH:27]1([NH2:31])[CH2:30][CH2:29][CH2:28]1.[CH:32]1([NH2:38])[CH2:37][CH2:36][CH2:35][CH2:34][CH2:33]1. The catalyst is CO. The product is [CH:27]1([NH:31][C:2]2[C:3]3[N:4]([C:9]([C:12]([NH:14][C:15]4[CH:20]=[CH:19][N:18]=[CH:17][C:16]=4[F:21])=[O:13])=[CH:10][N:11]=3)[N:5]=[C:6]([NH:38][CH:32]3[CH2:37][CH2:36][CH2:35][CH2:34][CH2:33]3)[CH:7]=2)[CH2:30][CH2:29][CH2:28]1. The yield is 0.146. (2) The reactants are [Cl:1][C:2]1[N:3]=[CH:4][N:5]([C:7]2[CH:12]=[CH:11][C:10]([N+:13]([O-])=O)=[CH:9][C:8]=2[O:16][CH3:17])[CH:6]=1.C(O)C.C(O)(=O)C.[OH-].[Na+]. The catalyst is [Fe].O. The yield is 0.970. The product is [Cl:1][C:2]1[N:3]=[CH:4][N:5]([C:7]2[CH:12]=[CH:11][C:10]([NH2:13])=[CH:9][C:8]=2[O:16][CH3:17])[CH:6]=1. (3) The reactants are [C:1]([NH:7][C:8]1[CH:13]=[CH:12][C:11]([C:14]2[CH:19]=[CH:18][C:17]([C:20]([C@@H:22]3[CH2:24][C@H:23]3[C:25]([O:27]C)=[O:26])=[O:21])=[CH:16][CH:15]=2)=[CH:10][CH:9]=1)(=[O:6])[CH2:2][CH2:3][CH2:4][CH3:5].[OH-].[Na+]. The catalyst is CO. The product is [C:1]([NH:7][C:8]1[CH:13]=[CH:12][C:11]([C:14]2[CH:19]=[CH:18][C:17]([C:20]([C@@H:22]3[CH2:24][C@H:23]3[C:25]([OH:27])=[O:26])=[O:21])=[CH:16][CH:15]=2)=[CH:10][CH:9]=1)(=[O:6])[CH2:2][CH2:3][CH2:4][CH3:5]. The yield is 0.570. (4) The reactants are [C:1]([NH2:10])(=[O:9])[C:2]1[C:3](=[CH:5][CH:6]=[CH:7][CH:8]=1)[OH:4].[C:11]1(C)[CH:16]=CC(S([O-])(=O)=O)=C[CH:12]=1.[NH+]1C=CC=CC=1.ClCCl.CO. The catalyst is COC(OC)(C)C. The product is [CH3:12][C:11]1([CH3:16])[NH:10][C:1](=[O:9])[C:2]2[CH:8]=[CH:7][CH:6]=[CH:5][C:3]=2[O:4]1. The yield is 0.934. (5) The reactants are [CH3:1][C:2]1[N:3]([CH:14]2[CH2:19][CH2:18][O:17][CH2:16][CH2:15]2)[C:4]([C:7]2[CH:12]=[CH:11][N:10]=[C:9]([NH2:13])[N:8]=2)=[CH:5][N:6]=1.Br[C:21]1[CH:26]=[CH:25][C:24]([S:27]([N:30]2[CH2:35][CH2:34][N:33]([CH3:36])[CH2:32][CH2:31]2)(=[O:29])=[O:28])=[C:23]([Cl:37])[CH:22]=1.C([O-])([O-])=O.[Cs+].[Cs+].CC(C1C=C(C(C)C)C(C2C=CC=CC=2P(C2CCCCC2)C2CCCCC2)=C(C(C)C)C=1)C. The catalyst is C1C=CC(/C=C/C(/C=C/C2C=CC=CC=2)=O)=CC=1.C1C=CC(/C=C/C(/C=C/C2C=CC=CC=2)=O)=CC=1.C1C=CC(/C=C/C(/C=C/C2C=CC=CC=2)=O)=CC=1.[Pd].[Pd]. The product is [Cl:37][C:23]1[CH:22]=[C:21]([NH:13][C:9]2[N:8]=[C:7]([C:4]3[N:3]([CH:14]4[CH2:19][CH2:18][O:17][CH2:16][CH2:15]4)[C:2]([CH3:1])=[N:6][CH:5]=3)[CH:12]=[CH:11][N:10]=2)[CH:26]=[CH:25][C:24]=1[S:27]([N:30]1[CH2:31][CH2:32][N:33]([CH3:36])[CH2:34][CH2:35]1)(=[O:29])=[O:28]. The yield is 0.490. (6) The reactants are [H-].[Na+].[C:3]([O:10][CH3:11])(=[O:9])[CH2:4][C:5]([O:7][CH3:8])=[O:6].Cl[C:13]1[CH:18]=[CH:17][N:16]=[CH:15][C:14]=1[N+:19]([O-:21])=[O:20]. The catalyst is C1(C)C=CC=CC=1. The product is [N+:19]([C:14]1[CH:15]=[N:16][CH:17]=[CH:18][C:13]=1[CH:4]([C:3]([O:10][CH3:11])=[O:9])[C:5]([O:7][CH3:8])=[O:6])([O-:21])=[O:20]. The yield is 0.386. (7) The reactants are C([BH3-])#N.[Na+].[I:5][C:6]1[CH:7]=[C:8]2[C:12](=[CH:13][CH:14]=1)[NH:11][CH:10]=[CH:9]2.[C:15](O[C:15]([O:17][C:18]([CH3:21])([CH3:20])[CH3:19])=[O:16])([O:17][C:18]([CH3:21])([CH3:20])[CH3:19])=[O:16].C(=O)(O)[O-].[Na+].Cl.C(N)C1C=CC=CC=1. The catalyst is C(O)(=O)C.O1CCCC1. The product is [I:5][C:6]1[CH:7]=[C:8]2[C:12](=[CH:13][CH:14]=1)[N:11]([C:15]([O:17][C:18]([CH3:21])([CH3:20])[CH3:19])=[O:16])[CH2:10][CH2:9]2. The yield is 0.450. (8) The yield is 0.650. The reactants are [Br:1][C:2]1[CH:7]=[CH:6][C:5]([NH:8][C:9]2[C:13]3[CH2:14][N:15]([C:18](=[O:20])[CH3:19])[CH2:16][CH2:17][C:12]=3[NH:11][N:10]=2)=[C:4]([F:21])[CH:3]=1.CS(O[CH:27]1[CH2:31][CH2:30][O:29][CH2:28]1)(=O)=O.C([O-])([O-])=O.[Cs+].[Cs+].O. The catalyst is CN(C=O)C. The product is [Br:1][C:2]1[CH:7]=[CH:6][C:5]([NH:8][C:9]2[C:13]3[CH2:14][N:15]([C:18](=[O:20])[CH3:19])[CH2:16][CH2:17][C:12]=3[N:11]([CH:27]3[CH2:31][CH2:30][O:29][CH2:28]3)[N:10]=2)=[C:4]([F:21])[CH:3]=1. (9) The reactants are [Cl:1][C:2]1[N:7]=[C:6](Cl)[CH:5]=[CH:4][N:3]=1.[CH3:9][O:10][C:11]1[C:16]([O:17][CH3:18])=[C:15]([O:19][CH3:20])[CH:14]=[CH:13][C:12]=1B(O)O.C(=O)([O-])[O-].[Na+].[Na+]. The catalyst is C1(C)C=CC=CC=1.O. The product is [Cl:1][C:2]1[N:7]=[C:6]([C:12]2[CH:13]=[CH:14][C:15]([O:19][CH3:20])=[C:16]([O:17][CH3:18])[C:11]=2[O:10][CH3:9])[CH:5]=[CH:4][N:3]=1. The yield is 0.740.